Task: Predict the product of the given reaction.. Dataset: Forward reaction prediction with 1.9M reactions from USPTO patents (1976-2016) (1) The product is: [F:21][C:2]([F:1])([F:20])[C:3]1[CH:8]=[CH:7][C:6]([S:9][C:10]2[N:11]([CH2:28][CH2:29][CH2:30][CH3:31])[C:12]3[C:17]([N:18]=2)=[C:16]([NH2:19])[N:15]=[CH:14][N:13]=3)=[CH:5][CH:4]=1. Given the reactants [F:1][C:2]([F:21])([F:20])[C:3]1[CH:8]=[CH:7][C:6]([S:9][C:10]2[NH:11][C:12]3[C:17]([N:18]=2)=[C:16]([NH2:19])[N:15]=[CH:14][N:13]=3)=[CH:5][CH:4]=1.C([O-])([O-])=O.[Cs+].[Cs+].[CH2:28](OS(C1C=CC(C)=CC=1)(=O)=O)[CH2:29][CH2:30][CH3:31], predict the reaction product. (2) Given the reactants [NH2:1][C:2]1[CH:7]=[CH:6][C:5]([O:8][CH3:9])=[CH:4][C:3]=1[C:10]([F:13])([F:12])[F:11].[O-]P([O-])([O-])=O.[K+].[K+].[K+].CC(C1C=C(C(C)C)C(C2C=CC=CC=2P(C2CCCCC2)C2CCCCC2)=C(C(C)C)C=1)C.Br[C:57]1[CH:64]=[CH:63][C:60]([C:61]#[N:62])=[C:59]([F:65])[CH:58]=1, predict the reaction product. The product is: [F:65][C:59]1[CH:58]=[C:57]([NH:1][C:2]2[CH:7]=[CH:6][C:5]([O:8][CH3:9])=[CH:4][C:3]=2[C:10]([F:11])([F:12])[F:13])[CH:64]=[CH:63][C:60]=1[C:61]#[N:62]. (3) Given the reactants C1(S(N2C=CNC(=O)[C@H]2CC#C)(=O)=O)C=CC=CC=1.CO[CH:22](OC)[CH2:23][NH:24][C:25](=[O:42])[C@H:26]([NH:30][S:31]([C:34]1[CH:39]=[CH:38][C:37]([O:40][CH3:41])=[CH:36][CH:35]=1)(=[O:33])=[O:32])[CH2:27][C:28]#[CH:29], predict the reaction product. The product is: [O:40]([C:37]1[CH:38]=[CH:39][C:34]([S:31]([N:30]2[CH:22]=[CH:23][NH:24][C:25](=[O:42])[C@H:26]2[CH2:27][C:28]#[CH:29])(=[O:33])=[O:32])=[CH:35][CH:36]=1)[CH3:41]. (4) Given the reactants [NH2:1][C:2]1[CH:3]=[CH:4][CH:5]=[C:6]2[C:11]=1[CH2:10][C:9](=[O:12])[CH2:8][CH2:7]2.[CH2:13](Br)[C:14]1[CH:19]=[CH:18][CH:17]=[CH:16][CH:15]=1.C(=O)([O-])[O-].[K+].[K+], predict the reaction product. The product is: [CH2:13]([NH:1][C:2]1[CH:3]=[CH:4][CH:5]=[C:6]2[C:11]=1[CH2:10][C:9](=[O:12])[CH2:8][CH2:7]2)[C:14]1[CH:19]=[CH:18][CH:17]=[CH:16][CH:15]=1. (5) The product is: [CH3:1][O:2][CH2:3][CH:4]([CH3:29])[O:5][C:6]1[CH:7]=[C:8]([O:18][C:19]2[CH:20]=[CH:21][C:22]([S:25]([CH3:28])(=[O:27])=[O:26])=[CH:23][CH:24]=2)[CH:9]=[C:10]2[C:14]=1[NH:13][C:12]([C:15]1[S:39][CH:54]([CH2:53][C:52]([O:57][CH2:58][CH3:59])=[O:56])[CH2:55][N:17]=1)=[CH:11]2. Given the reactants [CH3:1][O:2][CH2:3][CH:4]([CH3:29])[O:5][C:6]1[CH:7]=[C:8]([O:18][C:19]2[CH:24]=[CH:23][C:22]([S:25]([CH3:28])(=[O:27])=[O:26])=[CH:21][CH:20]=2)[CH:9]=[C:10]2[C:14]=1[NH:13][C:12]([C:15]([NH2:17])=O)=[CH:11]2.COC1C=CC(P2(SP(C3C=CC(OC)=CC=3)(=S)S2)=[S:39])=CC=1.[C:52]([O:57][CH2:58][CH3:59])(=[O:56])[C:53]#[C:54][CH3:55].C(P(CCCC)CCCC)CCC, predict the reaction product. (6) The product is: [CH3:9][C:3]1[C:2]2[N:1]=[CH:13][NH:8][C:7]=2[CH:6]=[CH:5][CH:4]=1. Given the reactants [NH2:1][C:2]1[C:7]([NH2:8])=[CH:6][CH:5]=[CH:4][C:3]=1[CH3:9].Cl.[OH-].[NH4+].[CH:13](O)=O, predict the reaction product. (7) Given the reactants [NH:1]1[CH2:6][CH2:5][CH:4]([OH:7])[CH2:3][CH2:2]1.Cl[C:9]1[N:14]=[CH:13][C:12]([CH2:15][CH3:16])=[CH:11][N:10]=1.C(N(C(C)C)C(C)C)C, predict the reaction product. The product is: [CH2:15]([C:12]1[CH:11]=[N:10][C:9]([N:1]2[CH2:6][CH2:5][CH:4]([OH:7])[CH2:3][CH2:2]2)=[N:14][CH:13]=1)[CH3:16].